This data is from Full USPTO retrosynthesis dataset with 1.9M reactions from patents (1976-2016). The task is: Predict the reactants needed to synthesize the given product. (1) Given the product [Cl:37][C:22]1[C:23]([NH:25][C@@H:26]2[CH2:31][CH2:30][CH2:29][CH2:28][C@H:27]2[NH:32][S:33]([CH3:36])(=[O:35])=[O:34])=[N:24][C:19]([NH:17][C:14]2[C:15]([O:39][CH3:38])=[CH:16][C:9]3[CH2:8][CH2:7][CH:6]([NH:5][CH2:4][CH2:3][O:2][CH3:1])[CH2:12][CH2:11][C:10]=3[CH:13]=2)=[N:20][CH:21]=1, predict the reactants needed to synthesize it. The reactants are: [CH3:1][O:2][CH2:3][CH2:4][NH:5][CH:6]1[CH2:12][CH2:11][C:10]2[CH:13]=[C:14]([NH2:17])[CH:15]=[CH:16][C:9]=2[CH2:8][CH2:7]1.Cl[C:19]1[N:24]=[C:23]([NH:25][C@@H:26]2[CH2:31][CH2:30][CH2:29][CH2:28][C@H:27]2[NH:32][S:33]([CH3:36])(=[O:35])=[O:34])[C:22]([Cl:37])=[CH:21][N:20]=1.[C:38](O)(C(F)(F)F)=[O:39]. (2) The reactants are: [C:1]([O:7][CH2:8][CH3:9])(=[O:6])[CH2:2][C:3]([O-:5])=O.[K+].[Cl-].[Mg+2].[Cl-].C(N(CC)CC)C.[CH3:21][C@H:22]([C@H:26]([CH3:30])[CH2:27][CH2:28][CH3:29])C(Cl)=O. Given the product [CH2:8]([O:7][C:1](=[O:6])[CH2:2][C:3](=[O:5])[C@H:22]([CH3:21])[C@H:26]([CH3:30])[CH2:27][CH2:28][CH3:29])[CH3:9], predict the reactants needed to synthesize it. (3) The reactants are: [Cl:1][C:2]1[CH:11]=[C:10]2[C:5]([C:6](=[O:47])[N:7]([CH2:39][C:40]3[CH:45]=[CH:44][CH:43]=[C:42]([CH3:46])[CH:41]=3)[C:8]([CH:12]([N:18]([C:30](=[O:38])[C:31]3[CH:36]=[CH:35][C:34]([CH3:37])=[CH:33][CH:32]=3)[CH2:19][CH2:20][CH2:21][NH:22]C(=O)OC(C)(C)C)[C:13]([N:15]([CH3:17])[CH3:16])=[O:14])=[N:9]2)=[CH:4][CH:3]=1.FC(F)(F)C(O)=O. Given the product [NH2:22][CH2:21][CH2:20][CH2:19][N:18]([CH:12]([C:8]1[N:7]([CH2:39][C:40]2[CH:45]=[CH:44][CH:43]=[C:42]([CH3:46])[CH:41]=2)[C:6](=[O:47])[C:5]2[C:10](=[CH:11][C:2]([Cl:1])=[CH:3][CH:4]=2)[N:9]=1)[C:13]([N:15]([CH3:16])[CH3:17])=[O:14])[C:30](=[O:38])[C:31]1[CH:32]=[CH:33][C:34]([CH3:37])=[CH:35][CH:36]=1, predict the reactants needed to synthesize it. (4) Given the product [F:24][C:25]([F:38])([F:37])[S:26]([O:17][C:8]1[C:9]2[C:10]([O:15][CH3:16])=[N:11][CH:12]=[CH:13][C:14]=2[N:6]([CH:1]2[CH2:2][CH2:3][CH2:4][CH2:5]2)[N:7]=1)(=[O:28])=[O:27], predict the reactants needed to synthesize it. The reactants are: [CH:1]1([N:6]2[C:14]3[CH:13]=[CH:12][N:11]=[C:10]([O:15][CH3:16])[C:9]=3[C:8](=[O:17])[NH:7]2)[CH2:5][CH2:4][CH2:3][CH2:2]1.N1C=CC=CC=1.[F:24][C:25]([F:38])([F:37])[S:26](O[S:26]([C:25]([F:38])([F:37])[F:24])(=[O:28])=[O:27])(=[O:28])=[O:27]. (5) Given the product [N:6]1([CH2:7][CH2:8][CH:9]=[CH2:10])[CH2:11][CH2:5][CH2:4][CH2:3][CH2:2]1, predict the reactants needed to synthesize it. The reactants are: Br[CH2:2][CH2:3][CH:4]=[CH2:5].[NH:6]1[CH2:11][CH2:10][CH2:9][CH2:8][CH2:7]1. (6) Given the product [C:1]12([CH2:11][NH:12][C:13]([C:15]3[N:20]4[CH:21]=[C:22]([C:24]([OH:26])=[O:25])[N:23]=[C:19]4[CH:18]=[CH:17][CH:16]=3)=[O:14])[CH2:10][CH:5]3[CH2:4][CH:3]([CH2:9][CH:7]([CH2:6]3)[CH2:8]1)[CH2:2]2, predict the reactants needed to synthesize it. The reactants are: [C:1]12([CH2:11][NH:12][C:13]([C:15]3[N:20]4[CH:21]=[C:22]([C:24]([O:26]CC)=[O:25])[N:23]=[C:19]4[CH:18]=[CH:17][CH:16]=3)=[O:14])[CH2:10][CH:5]3[CH2:6][CH:7]([CH2:9][CH:3]([CH2:4]3)[CH2:2]1)[CH2:8]2.[OH-].[Na+]. (7) Given the product [CH:33]([C:2]1[N:3]([C:22]2[N:23]=[C:24]([NH2:30])[NH:25][C:26](=[O:29])[C:27]=2[N:28]=1)[C@@H:4]1[O:21][C@H:15]([CH2:16][O:17][C:18](=[O:20])[CH3:19])[C@@H:10]([O:11][C:12](=[O:14])[CH3:13])[C@H:5]1[O:6][C:7](=[O:9])[CH3:8])=[CH2:34], predict the reactants needed to synthesize it. The reactants are: Br[C:2]1[N:3]([C:22]2[N:23]=[C:24]([NH2:30])[NH:25][C:26](=[O:29])[C:27]=2[N:28]=1)[C@@H:4]1[O:21][C@H:15]([CH2:16][O:17][C:18](=[O:20])[CH3:19])[C@@H:10]([O:11][C:12](=[O:14])[CH3:13])[C@H:5]1[O:6][C:7](=[O:9])[CH3:8].CN1CC[CH2:34][C:33]1=O.